This data is from Full USPTO retrosynthesis dataset with 1.9M reactions from patents (1976-2016). The task is: Predict the reactants needed to synthesize the given product. (1) Given the product [CH2:1]([N:8]1[CH:12]=[C:11](/[CH:13]=[CH:14]/[C:15]([OH:17])=[O:16])[C:10]([O:20][CH2:21][C:22]2[CH:27]=[CH:26][C:25]([O:28][CH2:29][C:30]3[N:31]=[C:32]([C:36]4[O:37][CH:38]=[CH:39][CH:40]=4)[O:33][C:34]=3[CH3:35])=[C:24]([O:41][CH3:42])[CH:23]=2)=[N:9]1)[C:2]1[CH:3]=[CH:4][CH:5]=[CH:6][CH:7]=1, predict the reactants needed to synthesize it. The reactants are: [CH2:1]([N:8]1[CH:12]=[C:11](/[CH:13]=[CH:14]/[C:15]([O:17]CC)=[O:16])[C:10]([O:20][CH2:21][C:22]2[CH:27]=[CH:26][C:25]([O:28][CH2:29][C:30]3[N:31]=[C:32]([C:36]4[O:37][CH:38]=[CH:39][CH:40]=4)[O:33][C:34]=3[CH3:35])=[C:24]([O:41][CH3:42])[CH:23]=2)=[N:9]1)[C:2]1[CH:7]=[CH:6][CH:5]=[CH:4][CH:3]=1.O1CCCC1.[OH-].[Na+].Cl. (2) The reactants are: C1(P(C2C=CC=CC=2)C2C=CC=CC=2)C=CC=CC=1.[Br:20]Br.[N+:22]([C:25]1[CH:26]=[C:27](/[CH:31]=[CH:32]/[CH2:33]O)[CH:28]=[CH:29][CH:30]=1)([O-:24])=[O:23]. Given the product [Br:20][CH2:33]/[CH:32]=[CH:31]/[C:27]1[CH:28]=[CH:29][CH:30]=[C:25]([N+:22]([O-:24])=[O:23])[CH:26]=1, predict the reactants needed to synthesize it. (3) Given the product [CH:23]([NH:9][C:7]1[CH:8]=[C:3]([O:2][CH3:1])[CH:4]=[CH:5][C:6]=1[CH:10]1[CH2:19][CH2:18][C:17]2[C:12](=[CH:13][CH:14]=[C:15]([O:20][CH3:21])[CH:16]=2)[CH2:11]1)([CH3:25])[CH3:22], predict the reactants needed to synthesize it. The reactants are: [CH3:1][O:2][C:3]1[CH:4]=[CH:5][C:6]([CH:10]2[CH2:19][CH2:18][C:17]3[C:12](=[CH:13][CH:14]=[C:15]([O:20][CH3:21])[CH:16]=3)[CH2:11]2)=[C:7]([NH2:9])[CH:8]=1.[CH3:22][C:23]([CH3:25])=O.C(O[BH-](OC(=O)C)OC(=O)C)(=O)C.[Na+].N. (4) Given the product [O:1]1[CH:5]=[CH:4][CH:3]=[C:2]1[CH2:6][C:7]([O:9][CH2:23][CH3:24])=[O:8], predict the reactants needed to synthesize it. The reactants are: [O:1]1[CH:5]=[CH:4][CH:3]=[C:2]1[CH2:6][C:7]([OH:9])=[O:8].C(=O)([O-])[O-].[K+].[K+].C(=O)([O-])[O-].[Cs+].[Cs+].I[CH2:23][CH3:24]. (5) Given the product [CH3:4][O:5][C:6]1[CH:15]=[C:14]2[C:9]([C:10]([CH3:39])=[CH:11][C:12](=[O:38])[N:13]2[CH2:16][CH2:17][CH2:18][C:19]2([C:33]([OH:35])=[O:34])[CH2:24][CH2:23][N:22]([CH2:25][CH2:26][S:27][C:28]3[S:29][CH:30]=[CH:31][CH:32]=3)[CH2:21][CH2:20]2)=[CH:8][CH:7]=1, predict the reactants needed to synthesize it. The reactants are: C(O)C.[CH3:4][O:5][C:6]1[CH:15]=[C:14]2[C:9]([C:10]([CH3:39])=[CH:11][C:12](=[O:38])[N:13]2[CH2:16][CH2:17][CH2:18][C:19]2([C:33]([O:35]CC)=[O:34])[CH2:24][CH2:23][N:22]([CH2:25][CH2:26][S:27][C:28]3[S:29][CH:30]=[CH:31][CH:32]=3)[CH2:21][CH2:20]2)=[CH:8][CH:7]=1.[OH-].[Na+].